This data is from Full USPTO retrosynthesis dataset with 1.9M reactions from patents (1976-2016). The task is: Predict the reactants needed to synthesize the given product. (1) Given the product [I:1][C:2]1[CH:3]=[CH:4][C:5]([O:10][CH3:11])=[C:6]([CH2:7][OH:8])[CH:9]=1, predict the reactants needed to synthesize it. The reactants are: [I:1][C:2]1[CH:3]=[CH:4][C:5]([O:10][CH3:11])=[C:6]([CH:9]=1)[CH:7]=[O:8].[BH4-].[Na+].[NH4+].[Cl-]. (2) The reactants are: [H-].[H-].[H-].[H-].[Li+].[Al+3].[CH3:7][CH:8]([CH2:32][CH2:33][CH2:34][CH:35]([CH3:37])[CH3:36])[CH2:9][CH2:10][O:11][C:12]1[CH:13]=[C:14]([C:18]2[CH:27]=[C:26]([C:28](OC)=[O:29])[CH:25]=[CH:24][C:19]=2[C:20](OC)=[O:21])[CH:15]=[CH:16][CH:17]=1. Given the product [OH:21][CH2:20][C:19]1[CH:24]=[CH:25][C:26]([CH2:28][OH:29])=[CH:27][C:18]=1[C:14]1[CH:15]=[CH:16][CH:17]=[C:12]([O:11][CH2:10][CH2:9][CH:8]([CH3:7])[CH2:32][CH2:33][CH2:34][CH:35]([CH3:37])[CH3:36])[CH:13]=1, predict the reactants needed to synthesize it. (3) Given the product [F:1][C:2]1[CH:7]=[C:6]([S:8]([CH3:11])(=[O:9])=[O:10])[CH:5]=[CH:4][C:3]=1[O:12][C:14]1[N:19]=[CH:18][N:17]=[C:16]2[N:20]([CH:23]3[CH2:28][CH2:27][CH:26]([C:29]4[O:33][N:32]=[C:31]([CH:34]([CH3:36])[CH3:35])[N:30]=4)[CH2:25][CH2:24]3)[N:21]=[CH:22][C:15]=12, predict the reactants needed to synthesize it. The reactants are: [F:1][C:2]1[CH:7]=[C:6]([S:8]([CH3:11])(=[O:10])=[O:9])[CH:5]=[CH:4][C:3]=1[OH:12].Cl[C:14]1[N:19]=[CH:18][N:17]=[C:16]2[N:20]([CH:23]3[CH2:28][CH2:27][CH:26]([C:29]4[O:33][N:32]=[C:31]([CH:34]([CH3:36])[CH3:35])[N:30]=4)[CH2:25][CH2:24]3)[N:21]=[CH:22][C:15]=12.C(=O)([O-])[O-].[K+].[K+].C(=O)([O-])[O-].[Na+].[Na+]. (4) Given the product [CH:27]1([CH2:26][N:18]2[CH2:17][CH2:16][N:15]3[C:20](=[CH:21][C:22]4[C:14]3=[N:13][CH:12]=[C:11]([O:10][CH:7]3[CH2:6][CH2:5][N:4]([CH:1]([CH3:3])[CH3:2])[CH2:9][CH2:8]3)[CH:23]=4)[C:19]2=[O:24])[CH2:29][CH2:28]1, predict the reactants needed to synthesize it. The reactants are: [CH:1]([N:4]1[CH2:9][CH2:8][CH:7]([O:10][C:11]2[CH:23]=[C:22]3[C:14]([N:15]4[C:20](=[CH:21]3)[C:19](=[O:24])[NH:18][CH2:17][CH2:16]4)=[N:13][CH:12]=2)[CH2:6][CH2:5]1)([CH3:3])[CH3:2].Br[CH2:26][CH:27]1[CH2:29][CH2:28]1.[H-].[Na+]. (5) Given the product [CH3:1][O:5][C:6]([N:8]1[CH2:13][CH2:12][O:11][C@@H:10]([CH2:14][C:15]2[N:19]3[CH:20]=[CH:21][C:22]([CH3:24])=[CH:23][C:18]3=[N:17][C:16]=2[C:25]2[C:26]([F:36])=[CH:27][C:28]([C:32](=[O:35])[NH:33][CH3:34])=[CH:29][C:30]=2[F:31])[CH2:9]1)=[O:7], predict the reactants needed to synthesize it. The reactants are: [C:1]([O:5][C:6]([N:8]1[CH2:13][CH2:12][O:11][C@@H:10]([CH2:14][C:15]2[N:19]3[CH:20]=[CH:21][C:22]([CH3:24])=[CH:23][C:18]3=[N:17][C:16]=2[C:25]2[C:30]([F:31])=[CH:29][C:28]([C:32](=[O:35])[NH:33][CH3:34])=[CH:27][C:26]=2[F:36])[CH2:9]1)=[O:7])(C)(C)C.Cl.C(N(CC)C(C)C)(C)C.ClC(OC)=O.